From a dataset of Peptide-MHC class I binding affinity with 185,985 pairs from IEDB/IMGT. Regression. Given a peptide amino acid sequence and an MHC pseudo amino acid sequence, predict their binding affinity value. This is MHC class I binding data. (1) The peptide sequence is YTIEGIAFM. The MHC is HLA-A26:03 with pseudo-sequence HLA-A26:03. The binding affinity (normalized) is 0.872. (2) The peptide sequence is GALSRRYPH. The MHC is HLA-A02:11 with pseudo-sequence HLA-A02:11. The binding affinity (normalized) is 0.0847. (3) The peptide sequence is QMAPVSAMVR. The MHC is HLA-A68:01 with pseudo-sequence HLA-A68:01. The binding affinity (normalized) is 0.533. (4) The peptide sequence is DGPSLQQVM. The MHC is H-2-Dd with pseudo-sequence H-2-Dd. The binding affinity (normalized) is 0.0887.